This data is from Reaction yield outcomes from USPTO patents with 853,638 reactions. The task is: Predict the reaction yield, written as a fraction of the theoretical maximum amount of product (1.0 means a 100% yield; for example, 0.34 means a 34% yield). (1) The reactants are Br[C:2]1[CH:3]=[CH:4][C:5]([CH2:8][S:9][C:10]2[C:20]3[CH2:19][CH2:18][N:17]([C:21]([O:23][C:24]([CH3:27])([CH3:26])[CH3:25])=[O:22])[CH2:16][CH2:15][C:14]=3[CH:13]=[CH:12][C:11]=2[Cl:28])=[N:6][CH:7]=1.CC(C)([O-])C.[Na+].C1OCCOCCOCCOCCOCCOC1.[NH:53]1[CH2:58][CH2:57][CH2:56][CH2:55][CH2:54]1. The catalyst is C1(C)C=CC=CC=1.C1C=CC(/C=C/C(/C=C/C2C=CC=CC=2)=O)=CC=1.C1C=CC(/C=C/C(/C=C/C2C=CC=CC=2)=O)=CC=1.C1C=CC(/C=C/C(/C=C/C2C=CC=CC=2)=O)=CC=1.[Pd].[Pd].C1(P(C2C=CC=CC=2)C2C=CC3C(=CC=CC=3)C=2C2C3C(=CC=CC=3)C=CC=2P(C2C=CC=CC=2)C2C=CC=CC=2)C=CC=CC=1. The product is [C:24]([O:23][C:21]([N:17]1[CH2:18][CH2:19][C:20]2[C:10]([S:9][CH2:8][C:5]3[N:6]=[CH:7][C:2]([N:53]4[CH2:58][CH2:57][CH2:56][CH2:55][CH2:54]4)=[CH:3][CH:4]=3)=[C:11]([Cl:28])[CH:12]=[CH:13][C:14]=2[CH2:15][CH2:16]1)=[O:22])([CH3:27])([CH3:26])[CH3:25]. The yield is 0.730. (2) The reactants are [NH2:1][C:2]1[CH:3]=[C:4]2[C:9](=[CH:10][CH:11]=1)[CH2:8][N:7]([C:12]([O:14][C:15]([CH3:18])([CH3:17])[CH3:16])=[O:13])[CH2:6][CH2:5]2.Cl[CH2:20][C:21]1[CH:26]=[CH:25][C:24]([O:27][CH3:28])=[CH:23][CH:22]=1.C([O-])([O-])=O.[K+].[K+]. The catalyst is CN(C=O)C. The product is [CH3:28][O:27][C:24]1[CH:25]=[CH:26][C:21]([CH2:20][NH:1][C:2]2[CH:3]=[C:4]3[C:9](=[CH:10][CH:11]=2)[CH2:8][N:7]([C:12]([O:14][C:15]([CH3:18])([CH3:17])[CH3:16])=[O:13])[CH2:6][CH2:5]3)=[CH:22][CH:23]=1. The yield is 0.370.